From a dataset of Reaction yield outcomes from USPTO patents with 853,638 reactions. Predict the reaction yield, written as a fraction of the theoretical maximum amount of product (1.0 means a 100% yield; for example, 0.34 means a 34% yield). The reactants are CCO.[NH2:4][N:5]1[C:9]([C:10]#[N:11])=[C:8]([C:12]2[CH:17]=[CH:16][C:15]([N+:18]([O-:20])=[O:19])=[C:14]([F:21])[CH:13]=2)[C:7]([C:22]([O:24][CH2:25][CH3:26])=[O:23])=[CH:6]1.C(O)(=O)C.[CH:31](N)=[NH:32].O. The catalyst is CCOCC. The product is [NH2:11][C:10]1[C:9]2=[C:8]([C:12]3[CH:17]=[CH:16][C:15]([N+:18]([O-:20])=[O:19])=[C:14]([F:21])[CH:13]=3)[C:7]([C:22]([O:24][CH2:25][CH3:26])=[O:23])=[CH:6][N:5]2[N:4]=[CH:31][N:32]=1. The yield is 0.670.